This data is from Catalyst prediction with 721,799 reactions and 888 catalyst types from USPTO. The task is: Predict which catalyst facilitates the given reaction. (1) Reactant: [H-].[Al+3].[Li+].[H-].[H-].[H-].[CH3:7][C:8]1[C:9]([N:14]([CH2:31][O:32][CH2:33][CH2:34][O:35][CH3:36])[S:15]([C:18]2[S:19][CH:20]=[CH:21][C:22]=2[C:23]2[CH:28]=[CH:27][C:26]([CH:29]=[O:30])=[CH:25][CH:24]=2)(=[O:17])=[O:16])=[N:10][O:11][C:12]=1[CH3:13].[OH-].[Na+]. Product: [CH3:7][C:8]1[C:9]([N:14]([CH2:31][O:32][CH2:33][CH2:34][O:35][CH3:36])[S:15]([C:18]2[S:19][CH:20]=[CH:21][C:22]=2[C:23]2[CH:28]=[CH:27][C:26]([CH2:29][OH:30])=[CH:25][CH:24]=2)(=[O:17])=[O:16])=[N:10][O:11][C:12]=1[CH3:13]. The catalyst class is: 7. (2) Reactant: [H-].[Na+].[OH:3][CH2:4][CH2:5][N:6]1[C:10](=[O:11])[C:9]2=[CH:12][CH:13]=[CH:14][CH:15]=[C:8]2[C:7]1=[O:16].[Br:17][C:18]1[CH:19]=[CH:20][C:21]2[N:22]([CH2:32][CH:33]3[CH2:35][O:34]3)[C:23]3[C:28]([C:29]=2[CH:30]=1)=[CH:27][C:26]([Br:31])=[CH:25][CH:24]=3. Product: [Br:17][C:18]1[CH:19]=[CH:20][C:21]2[N:22]([CH2:32][CH:33]([OH:34])[CH2:35][O:3][CH2:4][CH2:5][N:6]3[C:10](=[O:11])[C:9]4[C:8](=[CH:15][CH:14]=[CH:13][CH:12]=4)[C:7]3=[O:16])[C:23]3[C:28]([C:29]=2[CH:30]=1)=[CH:27][C:26]([Br:31])=[CH:25][CH:24]=3. The catalyst class is: 49. (3) Reactant: [CH3:1][C:2]1([CH3:14])[C:6]([CH3:8])([CH3:7])[O:5][B:4]([C:9]2[CH:10]=[N:11][NH:12][CH:13]=2)[O:3]1.CC(OC(/N=N/C(OC(C)C)=O)=O)C.C1(P(C2C=CC=CC=2)C2C=CC=CC=2)C=CC=CC=1.[C:48]([O:52][C:53](=[O:59])[N:54]([CH2:56][CH2:57]O)[CH3:55])([CH3:51])([CH3:50])[CH3:49]. Product: [CH3:55][N:54]([CH2:56][CH2:57][N:12]1[CH:13]=[C:9]([B:4]2[O:5][C:6]([CH3:7])([CH3:8])[C:2]([CH3:14])([CH3:1])[O:3]2)[CH:10]=[N:11]1)[C:53](=[O:59])[O:52][C:48]([CH3:49])([CH3:51])[CH3:50]. The catalyst class is: 1. (4) Reactant: [NH2:1][C:2]1[CH:9]=[CH:8][C:5]([C:6]#[N:7])=[C:4]([CH3:10])[N:3]=1.[C:11](N1C=CC=CC1=O)(N1C=CC=CC1=O)=[S:12]. Product: [N:1]([C:2]1[CH:9]=[CH:8][C:5]([C:6]#[N:7])=[C:4]([CH3:10])[N:3]=1)=[C:11]=[S:12]. The catalyst class is: 4. (5) Reactant: [C:1]([O:5][C:6](=[O:15])[NH:7][C:8]1[CH:9]=[N:10][CH:11]=[CH:12][C:13]=1[I:14])([CH3:4])([CH3:3])[CH3:2].[H-].[Na+].FC(F)(F)S(O[CH2:24][C:25]([F:28])([F:27])[F:26])(=O)=O.C([O-])(O)=O.[Na+]. Product: [C:1]([O:5][C:6](=[O:15])[N:7]([C:8]1[CH:9]=[N:10][CH:11]=[CH:12][C:13]=1[I:14])[CH2:24][C:25]([F:28])([F:27])[F:26])([CH3:4])([CH3:2])[CH3:3]. The catalyst class is: 31. (6) Product: [CH3:1][N:2]1[CH2:7][CH2:6][N:5]([C:8]2[N:13]=[CH:12][C:11]([C:14]3[N:18]4[CH:19]=[CH:20][CH:21]=[CH:22][C:17]4=[N:16][C:15]=3[CH2:23][OH:24])=[CH:10][CH:9]=2)[CH2:4][CH2:3]1. The catalyst class is: 5. Reactant: [CH3:1][N:2]1[CH2:7][CH2:6][N:5]([C:8]2[N:13]=[CH:12][C:11]([C:14]3[N:18]4[CH:19]=[CH:20][CH:21]=[CH:22][C:17]4=[N:16][C:15]=3[C:23](OCC)=[O:24])=[CH:10][CH:9]=2)[CH2:4][CH2:3]1.[BH4-].[Li+].[OH-].[Na+].